From a dataset of Forward reaction prediction with 1.9M reactions from USPTO patents (1976-2016). Predict the product of the given reaction. (1) Given the reactants [O:1]=[C:2]1[C:7]2[CH:8]=[CH:9][CH:10]=[CH:11][C:6]=2[S:5][C:4]([C:12]2[N:17]=[C:16]([S:18][CH2:19][C:20]([O:22][C:23]([CH3:26])([CH3:25])[CH3:24])=[O:21])[CH:15]=[CH:14][CH:13]=2)=[N:3]1.ClC1C=CC=C(C(OO)=[O:35])C=1, predict the reaction product. The product is: [O:1]=[C:2]1[C:7]2[CH:8]=[CH:9][CH:10]=[CH:11][C:6]=2[S:5][C:4]([C:12]2[N:17]=[C:16]([S:18]([CH2:19][C:20]([O:22][C:23]([CH3:26])([CH3:25])[CH3:24])=[O:21])=[O:35])[CH:15]=[CH:14][CH:13]=2)=[N:3]1. (2) Given the reactants [Si]([C@@:8]1([OH:48])[C@@H:12]([CH2:13][O:14][Si](C(C)(C)C)(C)C)[O:11][C@@H:10]([N:22]2[CH:29]=[C:28]([CH2:30][O:31][C@H:32]([C:37]3[CH:42]=[C:41]([O:43][CH3:44])[CH:40]=[CH:39][C:38]=3[N+:45]([O-:47])=[O:46])[C:33]([CH3:36])([CH3:35])[CH3:34])[C:26]([NH2:27])=[N:25][C:23]2=[O:24])[CH2:9]1)(C(C)(C)C)(C)C.[N+](CCCC)(CCCC)(CCCC)CCCC.[F-], predict the reaction product. The product is: [CH3:44][O:43][C:41]1[CH:40]=[CH:39][C:38]([N+:45]([O-:47])=[O:46])=[C:37]([C@@H:32]([O:31][CH2:30][C:28]2[C:26]([NH2:27])=[N:25][C:23](=[O:24])[N:22]([CH:29]=2)[C@@H:10]2[O:11][C@H:12]([CH2:13][OH:14])[C@@H:8]([OH:48])[CH2:9]2)[C:33]([CH3:36])([CH3:35])[CH3:34])[CH:42]=1. (3) Given the reactants [Si:1]([O:8][CH2:9][CH:10]1[CH2:19][CH2:18][C:17]2[C:12](=[CH:13][CH:14]=[CH:15][CH:16]=2)[NH:11]1)([C:4]([CH3:7])([CH3:6])[CH3:5])([CH3:3])[CH3:2].[C:20](O[C:20]([O:22][C:23]([CH3:26])([CH3:25])[CH3:24])=[O:21])([O:22][C:23]([CH3:26])([CH3:25])[CH3:24])=[O:21], predict the reaction product. The product is: [C:4]([Si:1]([CH3:3])([CH3:2])[O:8][CH2:9][CH:10]1[CH2:19][CH2:18][C:17]2[C:12](=[CH:13][CH:14]=[CH:15][CH:16]=2)[N:11]1[C:20]([O:22][C:23]([CH3:26])([CH3:25])[CH3:24])=[O:21])([CH3:7])([CH3:6])[CH3:5]. (4) Given the reactants C(N1CCC(C(O)C)C(C2C=CC(Cl)=CC=2)C1)C1C=CC=CC=1.[CH2:24]([N:31]1[CH2:36][CH2:35][C@H:34]([C:37](=[O:39])[CH3:38])[C@@H:33]([C:40]2[CH:45]=[CH:44][C:43]([F:46])=[C:42]([F:47])[CH:41]=2)[CH2:32]1)[C:25]1[CH:30]=[CH:29][CH:28]=[CH:27][CH:26]=1.[H-].[H-].[H-].[H-].[Li+].[Al+3], predict the reaction product. The product is: [CH2:24]([N:31]1[CH2:36][CH2:35][C@H:34]([C@@H:37]([OH:39])[CH3:38])[C@@H:33]([C:40]2[CH:45]=[CH:44][C:43]([F:46])=[C:42]([F:47])[CH:41]=2)[CH2:32]1)[C:25]1[CH:30]=[CH:29][CH:28]=[CH:27][CH:26]=1. (5) Given the reactants [OH:1][CH2:2][C:3]1[NH:8][C:7](=[O:9])[CH:6]=[CH:5][CH:4]=1.[Li]CCCC.[I:15][C:16]1[CH:24]=[CH:23][C:19]([C:20](Cl)=[O:21])=[CH:18][CH:17]=1, predict the reaction product. The product is: [I:15][C:16]1[CH:24]=[CH:23][C:19]([C:20]([O:1][CH2:2][C:3]2[NH:8][C:7](=[O:9])[CH:6]=[CH:5][CH:4]=2)=[O:21])=[CH:18][CH:17]=1. (6) Given the reactants [N:1]1([C:5]([C@@H:7]2[CH2:12][C@H:11]([N:13]([C:18]([C:20]3[N:24]([CH2:25][CH2:26][CH2:27][CH2:28][O:29][CH3:30])[C:23]4[CH:31]=[CH:32][C:33]([F:35])=[CH:34][C:22]=4[N:21]=3)=[O:19])[CH2:14][CH:15]([CH3:17])[CH3:16])[CH2:10][N:9](C(OC(C)(C)C)=O)[CH2:8]2)=[O:6])[CH2:4][CH2:3][CH2:2]1.C(=O)(O)[O-].[Na+], predict the reaction product. The product is: [N:1]1([C:5]([C@H:7]2[CH2:8][NH:9][CH2:10][C@@H:11]([N:13]([CH2:14][CH:15]([CH3:17])[CH3:16])[C:18]([C:20]3[N:24]([CH2:25][CH2:26][CH2:27][CH2:28][O:29][CH3:30])[C:23]4[CH:31]=[CH:32][C:33]([F:35])=[CH:34][C:22]=4[N:21]=3)=[O:19])[CH2:12]2)=[O:6])[CH2:2][CH2:3][CH2:4]1. (7) Given the reactants C(O)(C(F)(F)F)=O.O.O[C@H:10]1[C@@H:16]2[CH2:17][C:18](=[CH2:20])[CH2:19][N:15]2[C:14](=[O:21])[C:13]2[CH:22]=[C:23]([O:69][CH3:70])[C:24]([O:26][CH2:27][CH2:28][CH2:29][CH2:30][CH2:31][O:32][C:33]3[C:66]([O:67][CH3:68])=[CH:65][C:36]4[C:37](=[O:64])[N:38]5[CH2:62][C:61](=[CH2:63])[CH2:60][C@H:39]5[C@H:40]([OH:59])[N:41]([C:42]([O:44][CH2:45][C@H:46]([S:48][S:49][C:50]5[CH:55]=[CH:54][C:53]([N+:56]([O-:58])=[O:57])=[CH:52][N:51]=5)[CH3:47])=[O:43])[C:35]=4[CH:34]=3)=[CH:25][C:12]=2[N:11]1C(OC(C)(C)C)=O, predict the reaction product. The product is: [OH:59][C@H:40]1[C@@H:39]2[CH2:60][C:61](=[CH2:63])[CH2:62][N:38]2[C:37](=[O:64])[C:36]2[CH:65]=[C:66]([O:67][CH3:68])[C:33]([O:32][CH2:31][CH2:30][CH2:29][CH2:28][CH2:27][O:26][C:24]3[C:23]([O:69][CH3:70])=[CH:22][C:13]4[C:14](=[O:21])[N:15]5[CH2:19][C:18](=[CH2:20])[CH2:17][C@H:16]5[CH:10]=[N:11][C:12]=4[CH:25]=3)=[CH:34][C:35]=2[N:41]1[C:42]([O:44][CH2:45][C@H:46]([S:48][S:49][C:50]1[CH:55]=[CH:54][C:53]([N+:56]([O-:58])=[O:57])=[CH:52][N:51]=1)[CH3:47])=[O:43]. (8) Given the reactants [O:1]=[C:2]1[C:11](=[O:12])[C:10]2[N:9]=[C:8]([C:13]([O:15][CH3:16])=[O:14])[CH:7]=[C:6]([C:17]([O:19][CH3:20])=[O:18])[C:5]=2[C:4]2[NH:21][C:22]([C:24]([O:26][CH3:27])=[O:25])=[CH:23][C:3]1=2.[CH2:28](O)[CH2:29][OH:30].C1(C)C=CC(S(O)(=O)=O)=CC=1, predict the reaction product. The product is: [O:12]=[C:11]1[C:10]2[N:9]=[C:8]([C:13]([O:15][CH3:16])=[O:14])[CH:7]=[C:6]([C:17]([O:19][CH3:20])=[O:18])[C:5]=2[C:4]2[NH:21][C:22]([C:24]([O:26][CH3:27])=[O:25])=[CH:23][C:3]=2[C:2]21[O:30][CH2:29][CH2:28][O:1]2.